Dataset: Catalyst prediction with 721,799 reactions and 888 catalyst types from USPTO. Task: Predict which catalyst facilitates the given reaction. Reactant: Cl[C:2]1[N:7]=[C:6]([NH:8][C:9]2[CH:20]=[CH:19][CH:18]=[CH:17][C:10]=2[C:11]([NH:13][CH:14]([CH3:16])[CH3:15])=[O:12])[C:5]([Cl:21])=[CH:4][N:3]=1.[CH3:22][N:23]1[CH2:28][CH2:27][N:26]([C:29]2[CH:30]=[C:31]([CH:33]=[CH:34][CH:35]=2)[NH2:32])[CH2:25][CH2:24]1.Cl. Product: [Cl:21][C:5]1[C:6]([NH:8][C:9]2[CH:20]=[CH:19][CH:18]=[CH:17][C:10]=2[C:11]([NH:13][CH:14]([CH3:16])[CH3:15])=[O:12])=[N:7][C:2]([NH:32][C:31]2[CH:33]=[CH:34][CH:35]=[C:29]([N:26]3[CH2:25][CH2:24][N:23]([CH3:22])[CH2:28][CH2:27]3)[CH:30]=2)=[N:3][CH:4]=1. The catalyst class is: 32.